From a dataset of Reaction yield outcomes from USPTO patents with 853,638 reactions. Predict the reaction yield, written as a fraction of the theoretical maximum amount of product (1.0 means a 100% yield; for example, 0.34 means a 34% yield). (1) The reactants are [NH2:1][C:2]1[C:3]([N:11]2[CH2:16][CH2:15][CH2:14][C@H:13]([NH:17][C:18](=[O:24])[O:19][C:20]([CH3:23])([CH3:22])[CH3:21])[CH2:12]2)=[C:4]2[CH2:10][CH2:9][CH2:8][C:5]2=[N:6][CH:7]=1.[F:25][C:26]1[CH:31]=[CH:30][CH:29]=[C:28]([F:32])[C:27]=1[C:33]1[S:34][CH:35]=[C:36]([C:38](O)=[O:39])[N:37]=1.CN(C(ON1N=NC2C=CC=NC1=2)=[N+](C)C)C.F[P-](F)(F)(F)(F)F.CCN(C(C)C)C(C)C. The catalyst is CN(C=O)C. The product is [F:25][C:26]1[CH:31]=[CH:30][CH:29]=[C:28]([F:32])[C:27]=1[C:33]1[S:34][CH:35]=[C:36]([C:38]([NH:1][C:2]2[C:3]([N:11]3[CH2:16][CH2:15][CH2:14][C@H:13]([NH:17][C:18](=[O:24])[O:19][C:20]([CH3:21])([CH3:23])[CH3:22])[CH2:12]3)=[C:4]3[CH2:10][CH2:9][CH2:8][C:5]3=[N:6][CH:7]=2)=[O:39])[N:37]=1. The yield is 0.490. (2) The reactants are [C:1]([OH:6])(=[O:5])[C:2]([OH:4])=[O:3].[CH3:7][N:8]1[CH2:13][CH2:12][NH:11][C@@H:10]([C:14]2[CH:19]=[CH:18][CH:17]=[CH:16][CH:15]=2)[CH2:9]1. The catalyst is CC(C)=O. The product is [C:1]([OH:6])(=[O:5])[C:2]([OH:4])=[O:3].[CH3:7][N:8]1[CH2:13][CH2:12][NH:11][C@@H:10]([C:14]2[CH:15]=[CH:16][CH:17]=[CH:18][CH:19]=2)[CH2:9]1. The yield is 0.911. (3) The reactants are [F:1][C:2]1[CH:7]=[CH:6][C:5]([CH2:8][N:9]([CH3:26])[CH2:10][CH2:11][C:12]2[CH:13]=[N:14][N:15]([C:17]3[CH:22]=[C:21]([C:23]([OH:25])=O)[CH:20]=[CH:19][N:18]=3)[CH:16]=2)=[CH:4][CH:3]=1.[N:27]#[C:28][NH2:29].CN(C(ON1N=NC2C=CC=NC1=2)=[N+](C)C)C.F[P-](F)(F)(F)(F)F.CCN(C(C)C)C(C)C. The catalyst is CN(C=O)C. The product is [C:28]([NH:29][C:23]([C:21]1[CH:20]=[CH:19][N:18]=[C:17]([N:15]2[CH:16]=[C:12]([CH2:11][CH2:10][N:9]([CH2:8][C:5]3[CH:4]=[CH:3][C:2]([F:1])=[CH:7][CH:6]=3)[CH3:26])[CH:13]=[N:14]2)[CH:22]=1)=[O:25])#[N:27]. The yield is 0.200. (4) The reactants are C([O-])([O-])=[O:2].[K+].[K+].[CH2:7]([NH:14][CH:15]1[CH2:20][CH2:19][CH:18]([O:21][C:22]2[CH:29]=[CH:28][C:25]([C:26]#[N:27])=[CH:24][N:23]=2)[CH2:17][CH2:16]1)[C:8]1[CH:13]=[CH:12][CH:11]=[CH:10][CH:9]=1.OO. The catalyst is CS(C)=O. The product is [CH2:7]([NH:14][C@H:15]1[CH2:16][CH2:17][C@H:18]([O:21][C:22]2[CH:29]=[CH:28][C:25]([C:26]([NH2:27])=[O:2])=[CH:24][N:23]=2)[CH2:19][CH2:20]1)[C:8]1[CH:13]=[CH:12][CH:11]=[CH:10][CH:9]=1. The yield is 0.740. (5) The reactants are [C:1]([C:4]1[C:8]2[CH:9]=[C:10]([C:13]([O:15]C)=[O:14])[CH:11]=[CH:12][C:7]=2[O:6][CH:5]=1)#[C:2][CH3:3].[OH-].[Na+].O. The catalyst is CO. The product is [C:1]([C:4]1[C:8]2[CH:9]=[C:10]([C:13]([OH:15])=[O:14])[CH:11]=[CH:12][C:7]=2[O:6][CH:5]=1)#[C:2][CH3:3]. The yield is 0.980. (6) The reactants are [C:1]([SiH2:5][O:6][C:7]([CH3:18])([CH3:17])[C:8]1[CH2:9][CH:10]([CH2:14][CH:15]=O)[CH2:11][CH2:12][CH:13]=1)([CH3:4])([CH3:3])[CH3:2].S([CH2:29][N+:30]#[C-:31])(C1C=CC(C)=CC=1)(=O)=O.[C-]#[N:33].[Na+]. The catalyst is C(O)C.N. The product is [C:1]([SiH2:5][O:6][C:7]([CH3:18])([CH3:17])[C:8]1[CH2:9][CH:10]([CH2:14][C:15]2[N:33]=[CH:29][NH:30][CH:31]=2)[CH2:11][CH2:12][CH:13]=1)([CH3:4])([CH3:3])[CH3:2]. The yield is 0.600.